Predict the reactants needed to synthesize the given product. From a dataset of Full USPTO retrosynthesis dataset with 1.9M reactions from patents (1976-2016). (1) Given the product [CH2:27]([O:34][C:35]1[C:43]2[N:39]([C:40]([C:8]([C:10]3[CH:11]=[CH:12][C:13]([NH:20][C:21](=[O:26])[C:22]([F:25])([F:24])[F:23])=[C:14]([CH:19]=3)[C:15]([O:17][CH3:18])=[O:16])=[O:9])=[C:41]([CH3:46])[C:42]=2[O:44][CH3:45])[CH:38]=[CH:37][CH:36]=1)[C:28]1[CH:33]=[CH:32][CH:31]=[CH:30][CH:29]=1, predict the reactants needed to synthesize it. The reactants are: N1C=CC=CC=1.Cl[C:8]([C:10]1[CH:11]=[CH:12][C:13]([NH:20][C:21](=[O:26])[C:22]([F:25])([F:24])[F:23])=[C:14]([CH:19]=1)[C:15]([O:17][CH3:18])=[O:16])=[O:9].[CH2:27]([O:34][C:35]1[C:43]2[N:39]([CH:40]=[C:41]([CH3:46])[C:42]=2[O:44][CH3:45])[CH:38]=[CH:37][CH:36]=1)[C:28]1[CH:33]=[CH:32][CH:31]=[CH:30][CH:29]=1. (2) Given the product [CH3:1][C:2]1[N:6]=[CH:5][NH:4][C:3]=1[CH2:7][CH2:8][C:9]([Cl:11])=[O:10], predict the reactants needed to synthesize it. The reactants are: [CH3:1][C:2]1[N:6]=[CH:5][NH:4][C:3]=1[CH:7]=[CH:8][C:9]([Cl:11])=[O:10].[OH-].[Na+].[H][H].